From a dataset of Forward reaction prediction with 1.9M reactions from USPTO patents (1976-2016). Predict the product of the given reaction. (1) The product is: [CH3:10][N:1]1[C:9]2[C:4](=[CH:5][CH:6]=[CH:7][CH:8]=2)[CH:3]=[CH:2]1. Given the reactants [NH:1]1[C:9]2[C:4](=[CH:5][CH:6]=[CH:7][CH:8]=2)[CH:3]=[CH:2]1.[C:10]([O-])(=O)C([O-])=O.CC(C)([O-])C.[K+].Cl, predict the reaction product. (2) Given the reactants Br[C:2]1[CH:11]=[C:10]2[C:5]([NH:6][CH2:7][CH2:8][N:9]2[CH3:12])=[CH:4][C:3]=1[CH:13](F)F.[CH3:16][N:17]1[CH:21]=[C:20](B2OC(C)(C)C(C)(C)O2)[CH:19]=[N:18]1.C(=O)([O-])[O-:32].[Na+].[Na+].C1(P(C2CCCCC2)C2C=CC=CC=2C2C(C(C)C)=CC(C(C)C)=CC=2C(C)C)CCCCC1, predict the reaction product. The product is: [CH3:12][N:9]1[C:10]2[C:5](=[CH:4][C:3]([CH:13]=[O:32])=[C:2]([C:20]3[CH:19]=[N:18][N:17]([CH3:16])[CH:21]=3)[CH:11]=2)[NH:6][CH2:7][CH2:8]1. (3) The product is: [Br:12][C:13]1[CH:19]=[CH:18][C:16]([NH:17][C:2]2[N:7]=[CH:6][CH:5]=[CH:4][N:3]=2)=[CH:15][CH:14]=1. Given the reactants Cl[C:2]1[N:7]=[CH:6][CH:5]=[CH:4][N:3]=1.C(O)(=O)C.[Br:12][C:13]1[CH:19]=[CH:18][C:16]([NH2:17])=[CH:15][CH:14]=1.C(=O)([O-])O.[Na+], predict the reaction product. (4) Given the reactants [CH2:1]1[C:7]2[CH:8]=[CH:9][CH:10]=[CH:11][C:6]=2[CH2:5][CH2:4][NH:3][CH2:2]1.[N+:12]([O-])([OH:14])=[O:13].[OH-].[Na+], predict the reaction product. The product is: [N+:12]([C:9]1[CH:10]=[CH:11][C:6]2[CH2:5][CH2:4][NH:3][CH2:2][CH2:1][C:7]=2[CH:8]=1)([O-:14])=[O:13].